Dataset: Peptide-MHC class I binding affinity with 185,985 pairs from IEDB/IMGT. Task: Regression. Given a peptide amino acid sequence and an MHC pseudo amino acid sequence, predict their binding affinity value. This is MHC class I binding data. (1) The peptide sequence is VLWKSYPLV. The MHC is HLA-B15:17 with pseudo-sequence HLA-B15:17. The binding affinity (normalized) is 0.0847. (2) The peptide sequence is ETDLNQWMV. The MHC is HLA-A02:11 with pseudo-sequence HLA-A02:11. The binding affinity (normalized) is 0.573. (3) The peptide sequence is REVYDFAFRD. The MHC is H-2-Kb with pseudo-sequence H-2-Kb. The binding affinity (normalized) is 0. (4) The peptide sequence is AEIVDTVSAL. The MHC is HLA-B44:03 with pseudo-sequence HLA-B44:03. The binding affinity (normalized) is 0.570. (5) The peptide sequence is AMYDPQTYY. The binding affinity (normalized) is 0.0847. The MHC is SLA-30401 with pseudo-sequence SLA-30401. (6) The peptide sequence is DDSIVTGIEL. The MHC is Mamu-A11 with pseudo-sequence Mamu-A11. The binding affinity (normalized) is 0.200.